This data is from Reaction yield outcomes from USPTO patents with 853,638 reactions. The task is: Predict the reaction yield, written as a fraction of the theoretical maximum amount of product (1.0 means a 100% yield; for example, 0.34 means a 34% yield). (1) The reactants are [CH2:1]([CH:3]1[CH:7]([C:8]2[N:12]3[C:13]4[CH:19]=[CH:18][N:17](COCC[Si](C)(C)C)[C:14]=4[N:15]=[CH:16][C:11]3=[N:10][N:9]=2)[CH2:6][CH:5]([O:28][C:29]2[N:30]=[CH:31][C:32]([C:35]#[N:36])=[N:33][CH:34]=2)[CH2:4]1)[CH3:2].C(O)(C(F)(F)F)=O.[OH-].[NH4+].O. The catalyst is C(Cl)Cl. The product is [CH2:1]([CH:3]1[CH:7]([C:8]2[N:12]3[C:13]4[CH:19]=[CH:18][NH:17][C:14]=4[N:15]=[CH:16][C:11]3=[N:10][N:9]=2)[CH2:6][CH:5]([O:28][C:29]2[N:30]=[CH:31][C:32]([C:35]#[N:36])=[N:33][CH:34]=2)[CH2:4]1)[CH3:2]. The yield is 0.870. (2) The reactants are C([Li])CCC.BrC1C=[CH:11][C:10]([F:13])=[CH:9][C:8]=1OC.[CH2:16]([N:23]1[CH2:28][CH2:27][C:26](=[O:29])[CH2:25][CH2:24]1)[C:17]1[CH:22]=[CH:21][CH:20]=[CH:19][CH:18]=1.[CH2:30]([O:32][CH2:33][CH3:34])C. No catalyst specified. The product is [CH2:16]([N:23]1[CH2:28][CH2:27][C:26]([C:8]2[CH:9]=[C:10]([F:13])[CH:11]=[CH:34][C:33]=2[O:32][CH3:30])([OH:29])[CH2:25][CH2:24]1)[C:17]1[CH:18]=[CH:19][CH:20]=[CH:21][CH:22]=1. The yield is 0.680. (3) The reactants are [CH3:1][C:2]1[C:3]([CH2:8][N:9]([CH2:16][C:17]2[C:22]([CH3:23])=[CH:21][CH:20]=[CH:19][N:18]=2)[CH:10]2[CH2:15][CH2:14][NH:13][CH2:12][CH2:11]2)=[N:4][CH:5]=[CH:6][CH:7]=1.[S:24](N)([NH2:27])(=[O:26])=[O:25]. The catalyst is O1CCOCC1. The product is [CH3:1][C:2]1[C:3]([CH2:8][N:9]([CH2:16][C:17]2[C:22]([CH3:23])=[CH:21][CH:20]=[CH:19][N:18]=2)[CH:10]2[CH2:15][CH2:14][N:13]([S:24]([NH2:27])(=[O:26])=[O:25])[CH2:12][CH2:11]2)=[N:4][CH:5]=[CH:6][CH:7]=1. The yield is 0.590. (4) The reactants are [CH3:1][O:2][C:3]1[CH:8]=[CH:7][C:6]([S:9][C:10]2[CH:15]=[CH:14][C:13]([CH2:16][N:17]3[CH2:22][CH2:21][CH:20]([C:23]4[CH:24]=[C:25]([NH2:30])[CH:26]=[CH:27][C:28]=4[CH3:29])[CH2:19][CH2:18]3)=[CH:12][CH:11]=2)=[CH:5][CH:4]=1.[C:31]([O:35][N:36]([CH2:40][C:41](O)=[O:42])[C:37]([CH3:39])=[O:38])([CH3:34])([CH3:33])[CH3:32].Cl.CN(C)CCCN=C=NCC. The catalyst is C(Cl)Cl.CN(C)C=O.CN(C)C1C=CN=CC=1. The product is [C:31]([O:35][N:36]([CH2:40][C:41]([NH:30][C:25]1[CH:26]=[CH:27][C:28]([CH3:29])=[C:23]([CH:20]2[CH2:21][CH2:22][N:17]([CH2:16][C:13]3[CH:12]=[CH:11][C:10]([S:9][C:6]4[CH:7]=[CH:8][C:3]([O:2][CH3:1])=[CH:4][CH:5]=4)=[CH:15][CH:14]=3)[CH2:18][CH2:19]2)[CH:24]=1)=[O:42])[C:37]([CH3:39])=[O:38])([CH3:34])([CH3:33])[CH3:32]. The yield is 0.501. (5) The reactants are [CH2:1]([O:8][C:9]1[CH:10]=[C:11]2[CH:17]=[C:16]([CH2:18][OH:19])[NH:15][C:12]2=[N:13][CH:14]=1)[C:2]1[CH:7]=[CH:6][CH:5]=[CH:4][CH:3]=1. The catalyst is ClCCl.[O-2].[O-2].[Mn+4]. The product is [CH2:1]([O:8][C:9]1[CH:10]=[C:11]2[CH:17]=[C:16]([CH:18]=[O:19])[NH:15][C:12]2=[N:13][CH:14]=1)[C:2]1[CH:3]=[CH:4][CH:5]=[CH:6][CH:7]=1. The yield is 0.740.